The task is: Predict the reactants needed to synthesize the given product.. This data is from Full USPTO retrosynthesis dataset with 1.9M reactions from patents (1976-2016). The reactants are: [C:1]([C:3]1[CH:8]=[CH:7][C:6]([CH2:9][CH2:10][C:11]2[N:15]([CH3:16])[C:14]3[CH:17]=[CH:18][C:19]([C:21](O)=[O:22])=[CH:20][C:13]=3[N:12]=2)=[CH:5][CH:4]=1)#[N:2].[C:24]1([CH:30]=[CH:31][CH2:32][N:33]2[CH2:38][CH2:37][NH:36][CH2:35][CH2:34]2)[CH:29]=[CH:28][CH:27]=[CH:26][CH:25]=1.C([N:41](CC)CC)C.N1(OC(N(C)C)=[N+](C)C)C2C=CC=CC=2N=N1.F[B-](F)(F)F. Given the product [C:24]1([CH:30]=[CH:31][CH2:32][N:33]2[CH2:34][CH2:35][N:36]([NH:41][C:21]([C:19]3[CH:18]=[CH:17][C:14]4[N:15]([CH3:16])[C:11]([CH2:10][CH2:9][C:6]5[CH:7]=[CH:8][C:3]([C:1]#[N:2])=[CH:4][CH:5]=5)=[N:12][C:13]=4[CH:20]=3)=[O:22])[CH2:37][CH2:38]2)[CH:29]=[CH:28][CH:27]=[CH:26][CH:25]=1, predict the reactants needed to synthesize it.